This data is from Forward reaction prediction with 1.9M reactions from USPTO patents (1976-2016). The task is: Predict the product of the given reaction. (1) Given the reactants Br[C:2]1[CH:15]=[CH:14][C:13]2[N:12]([C:16]3[CH:21]=[CH:20][C:19]([C:22]4[CH:27]=[CH:26][CH:25]=[CH:24][CH:23]=4)=[CH:18][CH:17]=3)[C:11]3[C:6](=[CH:7][C:8]([C:28]4[CH:33]=[CH:32][CH:31]=[CH:30][CH:29]=4)=[CH:9][CH:10]=3)[C:5]([CH3:35])([CH3:34])[C:4]=2[CH:3]=1.[CH2:36](O)[CH3:37].C(=O)([O-])[O-].[K+].[K+], predict the reaction product. The product is: [C:8]1([C:37]2[CH:36]=[CH:33][CH:28]=[CH:29][CH:30]=2)[CH:9]=[CH:10][C:11]([N:12]([C:16]2[CH:17]=[CH:18][C:19]([C:22]3[CH:27]=[CH:26][CH:25]=[CH:24][CH:23]=3)=[CH:20][CH:21]=2)[C:25]2[CH:24]=[CH:23][C:22]([C:19]3[CH:20]=[CH:21][C:16]4[N:12]([C:11]5[CH:10]=[CH:9][C:8]([C:28]6[CH:29]=[CH:30][CH:31]=[CH:32][CH:33]=6)=[CH:7][CH:6]=5)[C:13]5[C:4](=[CH:3][C:2]([C:15]6[CH:2]=[CH:3][CH:4]=[CH:13][CH:14]=6)=[CH:15][CH:14]=5)[C:5]([CH3:34])([CH3:35])[C:17]=4[CH:18]=3)=[CH:27][CH:26]=2)=[CH:6][CH:7]=1. (2) The product is: [CH:28]1(/[CH:33]=[C:34](\[C:38]2[CH:43]=[CH:42][C:41]([N:44]3[C:48]([CH3:49])=[N:47][N:46]=[N:45]3)=[C:40]([S:50]([CH3:53])(=[O:52])=[O:51])[CH:39]=2)/[C:35]([NH:54][C:55]2[S:56][CH:57]=[CH:58][N:59]=2)=[O:37])[CH2:29][CH2:30][CH2:31][CH2:32]1. Given the reactants C1(P(C2C=CC=CC=2)C2C=CC=CC=2)C=CC=CC=1.BrN1C(=O)CCC1=O.[CH:28]1(/[CH:33]=[C:34](\[C:38]2[CH:43]=[CH:42][C:41]([N:44]3[C:48]([CH3:49])=[N:47][N:46]=[N:45]3)=[C:40]([S:50]([CH3:53])(=[O:52])=[O:51])[CH:39]=2)/[C:35]([OH:37])=O)[CH2:32][CH2:31][CH2:30][CH2:29]1.[NH2:54][C:55]1[S:56][CH:57]=[CH:58][N:59]=1, predict the reaction product. (3) Given the reactants CC1(C)CCCC(C)(C)N1.C([Li])CCC.[F:16][C:17]1[CH:22]=[CH:21][C:20]([CH2:23][C:24]([CH3:27])([CH3:26])[CH3:25])=[CH:19][N:18]=1.[Si:28]([O:35][C:36]1([CH2:41]/[CH:42]=[N:43]/[S:44]([C:46]([CH3:49])([CH3:48])[CH3:47])=[O:45])[CH2:39][CH:38]([CH3:40])[CH2:37]1)([C:31]([CH3:34])([CH3:33])[CH3:32])([CH3:30])[CH3:29].[NH4+].[Cl-], predict the reaction product. The product is: [Si:28]([O:35][C:36]1([CH2:41][C@H:42]([NH:43][S:44]([C:46]([CH3:47])([CH3:49])[CH3:48])=[O:45])[C:22]2[C:17]([F:16])=[N:18][CH:19]=[C:20]([CH2:23][C:24]([CH3:27])([CH3:26])[CH3:25])[CH:21]=2)[CH2:39][CH:38]([CH3:40])[CH2:37]1)([C:31]([CH3:34])([CH3:32])[CH3:33])([CH3:30])[CH3:29]. (4) Given the reactants C([O:4][CH2:5][C:6]([NH:8][C:9]1[C:18]2[C:13](=[N:14][C:15]([C:26]3[CH:31]=[CH:30][C:29]([Cl:32])=[CH:28][C:27]=3[Cl:33])=[C:16]([C:19]3[CH:24]=[CH:23][C:22]([Cl:25])=[CH:21][CH:20]=3)[CH:17]=2)[N:12]([CH3:34])[C:11](=[O:35])[C:10]=1[C:36](=[O:38])[CH3:37])=[O:7])(=O)C.C([O-])([O-])=O.[Cs+].[Cs+], predict the reaction product. The product is: [C:36]([C:10]1[C:11](=[O:35])[N:12]([CH3:34])[C:13]2[C:18]([C:9]=1[NH:8][C:6](=[O:7])[CH2:5][OH:4])=[CH:17][C:16]([C:19]1[CH:20]=[CH:21][C:22]([Cl:25])=[CH:23][CH:24]=1)=[C:15]([C:26]1[CH:31]=[CH:30][C:29]([Cl:32])=[CH:28][C:27]=1[Cl:33])[N:14]=2)(=[O:38])[CH3:37]. (5) Given the reactants [CH3:1][CH:2]([CH3:17])[C:3]([N:5]1[CH2:10][CH2:9][N:8]2[N:11]=[C:12]([N+:14]([O-])=O)[CH:13]=[C:7]2[CH2:6]1)=[O:4], predict the reaction product. The product is: [NH2:14][C:12]1[CH:13]=[C:7]2[CH2:6][N:5]([C:3](=[O:4])[CH:2]([CH3:1])[CH3:17])[CH2:10][CH2:9][N:8]2[N:11]=1.